From a dataset of Forward reaction prediction with 1.9M reactions from USPTO patents (1976-2016). Predict the product of the given reaction. Given the reactants [F:1][C:2]([F:17])([F:16])[C:3]1[CH:9]=[CH:8][C:6]([NH2:7])=[C:5]([C:10]#[C:11][Si](C)(C)C)[CH:4]=1.CO.C([O-])([O-])=O.[K+].[K+], predict the reaction product. The product is: [C:10]([C:5]1[CH:4]=[C:3]([C:2]([F:1])([F:16])[F:17])[CH:9]=[CH:8][C:6]=1[NH2:7])#[CH:11].